From a dataset of Catalyst prediction with 721,799 reactions and 888 catalyst types from USPTO. Predict which catalyst facilitates the given reaction. (1) Reactant: [CH2:1]([C:7]1[C:15]2[C:10](=[CH:11][CH:12]=[CH:13][CH:14]=2)[NH:9][CH:8]=1)[CH2:2][CH2:3][CH2:4][CH2:5][CH3:6].[OH-].[K+].[Cl-].[NH4+].[C:20](OCC)(=O)C. Product: [CH2:1]([C:7]1[C:15]2[C:10](=[CH:11][CH:12]=[CH:13][CH:14]=2)[N:9]([CH3:20])[CH:8]=1)[CH2:2][CH2:3][CH2:4][CH2:5][CH3:6]. The catalyst class is: 16. (2) Reactant: [Cl:1][C:2]1[CH:3]=[CH:4][C:5]2[N:11]([C:12](=[O:21])[C:13]3[CH:18]=[CH:17][C:16]([CH:19]=O)=[CH:15][CH:14]=3)[CH2:10][CH2:9][CH2:8][CH:7]([CH2:22][C:23]([N:25]3[CH2:30][CH2:29][N:28]([CH3:31])[CH2:27][CH2:26]3)=[O:24])[C:6]=2[CH:32]=1.[C:33](O)(=O)[CH3:34].[C:37]([BH3-])#[N:38].[Na+]. Product: [Cl:1][C:2]1[CH:3]=[CH:4][C:5]2[N:11]([C:12](=[O:21])[C:13]3[CH:14]=[CH:15][C:16]([CH2:19][NH:38][C:37]4[CH:6]=[CH:32][CH:2]=[CH:3][C:33]=4[CH3:34])=[CH:17][CH:18]=3)[CH2:10][CH2:9][CH2:8][CH:7]([CH2:22][C:23]([N:25]3[CH2:30][CH2:29][N:28]([CH3:31])[CH2:27][CH2:26]3)=[O:24])[C:6]=2[CH:32]=1. The catalyst class is: 5.